Dataset: Peptide-MHC class I binding affinity with 185,985 pairs from IEDB/IMGT. Task: Regression. Given a peptide amino acid sequence and an MHC pseudo amino acid sequence, predict their binding affinity value. This is MHC class I binding data. The binding affinity (normalized) is 0.864. The MHC is Mamu-A11 with pseudo-sequence Mamu-A11. The peptide sequence is SEYRHYQYSL.